Dataset: Full USPTO retrosynthesis dataset with 1.9M reactions from patents (1976-2016). Task: Predict the reactants needed to synthesize the given product. (1) Given the product [CH3:1][O:2][C:3]([C:4]1[S:5][C:14]2=[N:15][C:16]([CH3:19])=[CH:17][CH:18]=[C:13]2[C:12]=1[OH:11])=[O:6], predict the reactants needed to synthesize it. The reactants are: [CH3:1][O:2][C:3](=[O:6])[CH2:4][SH:5].C[O-].[Na+].C[O:11][C:12](=O)[C:13]1[CH:18]=[CH:17][C:16]([CH3:19])=[N:15][C:14]=1Cl. (2) Given the product [OH:26][C@H:25]([CH2:27][N:28]1[CH2:33][CH2:32][CH2:31][CH2:30][CH2:29]1)[CH2:24][O:23][C:17]1[CH:16]=[C:15]2[C:20]([C:11]([O:10][C:6]3[CH:5]=[C:4]4[C:9](=[CH:8][CH:7]=3)[NH:1][CH:2]=[CH:3]4)=[N:12][CH:13]=[N:14]2)=[CH:19][C:18]=1[O:21][CH3:22], predict the reactants needed to synthesize it. The reactants are: [NH:1]1[C:9]2[C:4](=[CH:5][C:6]([O:10][C:11]3[C:20]4[C:15](=[CH:16][C:17]([O:23][CH2:24][C@H:25]5[CH2:27][O:26]5)=[C:18]([O:21][CH3:22])[CH:19]=4)[N:14]=[CH:13][N:12]=3)=[CH:7][CH:8]=2)[CH:3]=[CH:2]1.[NH:28]1[CH2:33][CH2:32][CH2:31][CH2:30][CH2:29]1. (3) Given the product [CH3:1][N:2]([CH3:36])[C:3]([C:5]1[CH:6]=[C:7]([S:11]([C:13]2[CH:22]=[C:21]3[C:16]([C:17]([NH:26][C:27]4[CH:32]=[CH:31][CH:30]=[C:29]([O:33][CH3:34])[CH:28]=4)=[C:18]([C:23]([NH2:25])=[O:24])[CH:19]=[N:20]3)=[CH:15][CH:14]=2)=[O:12])[CH:8]=[CH:9][CH:10]=1)=[O:4], predict the reactants needed to synthesize it. The reactants are: [CH3:1][N:2]([CH3:36])[C:3]([C:5]1[CH:6]=[C:7]([S:11]([C:13]2[CH:22]=[C:21]3[C:16]([C:17]([NH:26][C:27]4[CH:32]=[CH:31][CH:30]=[C:29]([O:33][CH3:34])[CH:28]=4)=[C:18]([C:23]([NH2:25])=[O:24])[CH:19]=[N:20]3)=[CH:15][C:14]=2I)=[O:12])[CH:8]=[CH:9][CH:10]=1)=[O:4].C(N(CC)CC)C.